Predict the reactants needed to synthesize the given product. From a dataset of Full USPTO retrosynthesis dataset with 1.9M reactions from patents (1976-2016). Given the product [Cl:8][C:6]1[CH:5]=[CH:4][N:3]=[C:2]([N:9]2[CH2:14][CH2:13][CH:12]([C:15]([NH2:17])=[O:16])[CH2:11][CH2:10]2)[N:7]=1, predict the reactants needed to synthesize it. The reactants are: Cl[C:2]1[N:7]=[C:6]([Cl:8])[CH:5]=[CH:4][N:3]=1.[NH:9]1[CH2:14][CH2:13][CH:12]([C:15]([NH2:17])=[O:16])[CH2:11][CH2:10]1.